Dataset: Reaction yield outcomes from USPTO patents with 853,638 reactions. Task: Predict the reaction yield, written as a fraction of the theoretical maximum amount of product (1.0 means a 100% yield; for example, 0.34 means a 34% yield). (1) The reactants are [Si]([O:8][CH2:9][CH2:10][C@@H:11]1[CH2:22][CH2:21][C:20]2[S:19][C:18]3[N:17]=[CH:16][N:15]=[C:14]([O:23][CH:24]4[CH2:29][CH2:28][CH:27]([N:30]([CH3:38])[C:31](=[O:37])[O:32][C:33]([CH3:36])([CH3:35])[CH3:34])[CH2:26][CH2:25]4)[C:13]=3[C:12]1=2)(C(C)(C)C)(C)C.[N+](CCCC)(CCCC)(CCCC)CCCC.[F-]. The catalyst is O1CCCC1. The product is [OH:8][CH2:9][CH2:10][C@@H:11]1[CH2:22][CH2:21][C:20]2[S:19][C:18]3[N:17]=[CH:16][N:15]=[C:14]([O:23][CH:24]4[CH2:25][CH2:26][CH:27]([N:30]([CH3:38])[C:31](=[O:37])[O:32][C:33]([CH3:34])([CH3:36])[CH3:35])[CH2:28][CH2:29]4)[C:13]=3[C:12]1=2. The yield is 0.970. (2) The reactants are O[C:2]1([CH3:22])[CH2:8][O:7][C:6]2[CH:9]=[CH:10][C:11]([I:13])=[CH:12][C:5]=2[N:4]2[N:14]=[C:15]([C:17]([O:19][CH2:20][CH3:21])=[O:18])[CH:16]=[C:3]12.C([SiH](CC)CC)C.B(F)(F)F. The catalyst is ClCCl. The product is [I:13][C:11]1[CH:10]=[CH:9][C:6]2[O:7][CH2:8][CH:2]([CH3:22])[C:3]3[N:4]([N:14]=[C:15]([C:17]([O:19][CH2:20][CH3:21])=[O:18])[CH:16]=3)[C:5]=2[CH:12]=1. The yield is 0.170.